Predict the product of the given reaction. From a dataset of Forward reaction prediction with 1.9M reactions from USPTO patents (1976-2016). The product is: [CH3:39][C:23]1[C:22]([CH2:21][O:19][C:6]2[CH:7]=[CH:8][C:9]([CH2:10][CH2:11][CH2:12][CH2:13][N:14]3[CH:18]=[CH:17][N:16]=[N:15]3)=[C:4]([CH3:3])[CH:5]=2)=[CH:27][CH:26]=[C:25]([C:28]2[CH:33]=[CH:32][CH:31]=[C:30]([O:34][C:35]([F:37])([F:38])[F:36])[CH:29]=2)[N:24]=1. Given the reactants [H-].[Na+].[CH3:3][C:4]1[CH:5]=[C:6]([OH:19])[CH:7]=[CH:8][C:9]=1[CH2:10][CH2:11][CH2:12][CH2:13][N:14]1[CH:18]=[CH:17][N:16]=[N:15]1.Cl[CH2:21][C:22]1[C:23]([CH3:39])=[N:24][C:25]([C:28]2[CH:33]=[CH:32][CH:31]=[C:30]([O:34][C:35]([F:38])([F:37])[F:36])[CH:29]=2)=[CH:26][CH:27]=1.O, predict the reaction product.